From a dataset of Peptide-MHC class II binding affinity with 134,281 pairs from IEDB. Regression. Given a peptide amino acid sequence and an MHC pseudo amino acid sequence, predict their binding affinity value. This is MHC class II binding data. (1) The peptide sequence is HMIAGILFMFVLLLS. The MHC is DRB1_1101 with pseudo-sequence DRB1_1101. The binding affinity (normalized) is 0.408. (2) The peptide sequence is AYDTYKSIPSLEAAV. The MHC is DRB1_0802 with pseudo-sequence DRB1_0802. The binding affinity (normalized) is 0.736. (3) The MHC is DRB1_0401 with pseudo-sequence DRB1_0401. The peptide sequence is AFILDGDNLFPYV. The binding affinity (normalized) is 0.675.